From a dataset of Full USPTO retrosynthesis dataset with 1.9M reactions from patents (1976-2016). Predict the reactants needed to synthesize the given product. (1) Given the product [Cl:1][C:2]1[C:7]([CH3:8])=[C:6]([B:9]2[O:13][C:12]([CH3:14])([CH3:15])[C:11]([CH3:17])([CH3:16])[O:10]2)[CH:5]=[CH:4][C:3]=1[O:18][CH3:19], predict the reactants needed to synthesize it. The reactants are: [Cl:1][C:2]1[C:7]([CH3:8])=[C:6]([B:9]2[O:13][C:12]([CH3:15])([CH3:14])[C:11]([CH3:17])([CH3:16])[O:10]2)[CH:5]=[CH:4][C:3]=1[OH:18].[CH:19]1C=CC(P(C2C=CC=CC=2)C2C=CC=CC=2)=CC=1.N(C(OC(C)(C)C)=O)=NC(OC(C)(C)C)=O. (2) Given the product [Br:1][C:2]1[N:7]=[C:6]([C:8](=[O:11])[NH:9][CH3:10])[C:5]([NH:12][C:13]2[C:18]([C:19]([F:21])([F:20])[F:22])=[CH:17][N:16]=[C:15]([NH:23][C:24]3[CH:56]=[CH:55][C:27]([CH2:28][P:29](=[O:54])([O:33][CH2:34][C:35]4([CH2:39][N:40]5[CH:44]=[C:43]([B:45]6[O:49][C:48]([CH3:50])([CH3:51])[C:47]([CH3:53])([CH3:52])[O:46]6)[C:42]([CH3:60])=[N:41]5)[CH2:38][O:37][CH2:36]4)[O:30][CH2:31][CH3:32])=[CH:26][C:25]=3[O:57][CH3:58])[N:14]=2)=[CH:4][CH:3]=1, predict the reactants needed to synthesize it. The reactants are: [Br:1][C:2]1[N:7]=[C:6]([C:8](=[O:11])[NH:9][CH3:10])[C:5]([NH:12][C:13]2[C:18]([C:19]([F:22])([F:21])[F:20])=[CH:17][N:16]=[C:15]([NH:23][C:24]3[CH:56]=[CH:55][C:27]([CH2:28][P:29](=[O:54])([O:33][CH2:34][C:35]4([CH2:39][N:40]5[CH:44]=[C:43]([B:45]6[O:49][C:48]([CH3:51])([CH3:50])[C:47]([CH3:53])([CH3:52])[O:46]6)[CH:42]=[N:41]5)[CH2:38][O:37][CH2:36]4)[O:30][CH2:31][CH3:32])=[CH:26][C:25]=3[O:57][CH3:58])[N:14]=2)=[CH:4][CH:3]=1.Br[C:60]1N=C(C(=O)NC)C(NC2C(C(F)(F)F)=CN=C(NC3C=CC(CP(=O)(O)OCC)=CC=3OC)N=2)=CC=1.CC1C(B2OC(C)(C)C(C)(C)O2)=CN(CC2(CO)COC2)N=1. (3) Given the product [CH3:11][N:12]([CH3:13])[C:8]([C:4]1[CH:3]=[C:2]([O:21][C:18]2[CH:19]=[CH:20][C:15]([NH2:14])=[CH:16][CH:17]=2)[CH:7]=[CH:6][N:5]=1)=[O:9], predict the reactants needed to synthesize it. The reactants are: Cl[C:2]1[CH:7]=[CH:6][N:5]=[C:4]([C:8](Cl)=[O:9])[CH:3]=1.[CH3:11][NH:12][CH3:13].[NH2:14][C:15]1[CH:20]=[CH:19][C:18]([OH:21])=[CH:17][CH:16]=1. (4) Given the product [Br:1][C:2]1[CH:3]=[C:4]([CH:9]=[CH:10][CH:11]=1)[C:5](=[O:8])[CH2:6][N:12]=[N+:13]=[N-:14], predict the reactants needed to synthesize it. The reactants are: [Br:1][C:2]1[CH:3]=[C:4]([CH:9]=[CH:10][CH:11]=1)[C:5](=[O:8])[CH2:6]Br.[N-:12]=[N+:13]=[N-:14].[Na+]. (5) Given the product [C:25]([O:24][C:22](=[O:23])[CH2:21][N:8]1[C:9]2[C:5](=[CH:4][CH:3]=[C:2]([Cl:1])[CH:10]=2)[C:6]([C:11](=[O:12])[NH2:13])=[N:7]1)([CH3:28])([CH3:27])[CH3:26], predict the reactants needed to synthesize it. The reactants are: [Cl:1][C:2]1[CH:10]=[C:9]2[C:5]([C:6]([C:11]([NH2:13])=[O:12])=[N:7][NH:8]2)=[CH:4][CH:3]=1.C(=O)([O-])[O-].[K+].[K+].Br[CH2:21][C:22]([O:24][C:25]([CH3:28])([CH3:27])[CH3:26])=[O:23]. (6) Given the product [C:16]([NH:7][C@H:6]([C:8]([OH:10])=[O:9])[CH2:5][CH:4]([C:3]([F:12])([F:13])[F:2])[CH3:11])(=[O:18])[CH3:17], predict the reactants needed to synthesize it. The reactants are: Cl.[F:2][C:3]([F:13])([F:12])[CH:4]([CH3:11])[CH2:5][C@@H:6]([C:8]([OH:10])=[O:9])[NH2:7].[OH-].[Na+].[C:16](OC(=O)C)(=[O:18])[CH3:17]. (7) Given the product [CH3:10][C:8]1[CH:7]=[C:6]([C:11]2[CH2:16][CH2:15][N:14]([C:17]([O:19][C:20]([CH3:21])([CH3:23])[CH3:22])=[O:18])[CH2:13][CH:12]=2)[C:5]2[N:4]([N:3]=[C:2]([NH:1][CH:35]3[CH2:36][CH2:37][N:32]([C:28]4[CH:27]=[C:26]([CH3:25])[N:31]=[CH:30][N:29]=4)[CH2:33][CH2:34]3)[N:24]=2)[CH:9]=1, predict the reactants needed to synthesize it. The reactants are: [NH2:1][C:2]1[N:24]=[C:5]2[C:6]([C:11]3[CH2:16][CH2:15][N:14]([C:17]([O:19][C:20]([CH3:23])([CH3:22])[CH3:21])=[O:18])[CH2:13][CH:12]=3)=[CH:7][C:8]([CH3:10])=[CH:9][N:4]2[N:3]=1.[CH3:25][C:26]1[N:31]=[CH:30][N:29]=[C:28]([N:32]2[CH2:37][CH2:36][C:35](=O)[CH2:34][CH2:33]2)[CH:27]=1.C(Cl)Cl. (8) The reactants are: C(=O)([O-])[O-].[K+].[K+].C([O:10][C:11]1[CH:19]=[C:18]([C:20]([O:22][CH2:23][CH3:24])=[O:21])[CH:17]=[C:16]2[C:12]=1[CH:13]=[CH:14][N:15]2[CH:25]1[CH2:27][CH2:26]1)(=O)C. Given the product [CH:25]1([N:15]2[C:16]3[C:12](=[C:11]([OH:10])[CH:19]=[C:18]([C:20]([O:22][CH2:23][CH3:24])=[O:21])[CH:17]=3)[CH:13]=[CH:14]2)[CH2:26][CH2:27]1, predict the reactants needed to synthesize it. (9) Given the product [CH3:11][C:2]1([CH3:1])[C:6]([CH3:7])=[CH:5][CH2:4][CH:3]1[CH:8]([O:10][CH:13]([CH3:12])[CH:14]([OH:15])[CH3:16])[CH3:9], predict the reactants needed to synthesize it. The reactants are: [CH3:1][C:2]1([CH3:11])[C:6]([CH3:7])=[CH:5][CH2:4][CH:3]1[CH:8]([OH:10])[CH3:9].[CH3:12][C@@H:13]1[O:15][C@H:14]1[CH3:16].